This data is from Reaction yield outcomes from USPTO patents with 853,638 reactions. The task is: Predict the reaction yield, written as a fraction of the theoretical maximum amount of product (1.0 means a 100% yield; for example, 0.34 means a 34% yield). (1) The reactants are [Br:1][C:2]1[CH:3]=[C:4]([CH:14]=[C:15]([N+:17]([O-])=O)[CH:16]=1)[O:5][C:6]1[CH:11]=[CH:10][C:9]([F:12])=[CH:8][C:7]=1[F:13].[Cl-].[NH4+].O.C(O)C. The catalyst is C1COCC1.[Fe]. The product is [Br:1][C:2]1[CH:16]=[C:15]([CH:14]=[C:4]([O:5][C:6]2[CH:11]=[CH:10][C:9]([F:12])=[CH:8][C:7]=2[F:13])[CH:3]=1)[NH2:17]. The yield is 1.00. (2) The reactants are C([O:8][C:9]1[CH:10]=[CH:11][CH:12]=[C:13]2[C:18]=1[N:17]=[C:16]([O:19][CH3:20])[CH:15]=[CH:14]2)C1C=CC=CC=1. The catalyst is CCO.[Pd]. The product is [CH3:20][O:19][C:16]1[CH:15]=[CH:14][C:13]2[C:18](=[C:9]([OH:8])[CH:10]=[CH:11][CH:12]=2)[N:17]=1. The yield is 0.830. (3) The reactants are [NH2:1][CH2:2][CH2:3][N:4]([CH3:34])[C@@H:5]1[CH2:12][N:11]2[C:13]3[CH:14]=[C:15]([C:26]([O:28][CH3:29])=[O:27])[CH:16]=[CH:17][C:18]=3[C:19]([CH:20]3[CH2:25][CH2:24][CH2:23][CH2:22][CH2:21]3)=[C:10]2[C:9]2[CH:30]=[CH:31][CH:32]=[CH:33][C:8]=2[O:7][CH2:6]1.[CH:35](OCC(F)(F)F)=O. The catalyst is C1COCC1. The product is [CH:20]1([C:19]2[C:18]3[CH:17]=[CH:16][C:15]([C:26]([O:28][CH3:29])=[O:27])=[CH:14][C:13]=3[N:11]3[C:10]=2[C:9]2[CH:30]=[CH:31][CH:32]=[CH:33][C:8]=2[O:7][CH2:6][C@H:5]([N:4]([CH3:34])[CH2:3][CH2:2][NH:1][CH3:35])[CH2:12]3)[CH2:21][CH2:22][CH2:23][CH2:24][CH2:25]1. The yield is 0.400. (4) The reactants are [CH3:1][CH:2]1[CH2:6][CH2:5][CH2:4][N:3]1[CH2:7][CH2:8][CH2:9][O:10][C:11]1[CH:16]=[CH:15][C:14]([C:17]2[S:18][C:19]3[CH2:20][NH:21][CH2:22][CH2:23][C:24]=3[N:25]=2)=[CH:13][CH:12]=1.[S:26]1[CH:30]=[CH:29][CH:28]=[C:27]1[CH2:31][CH2:32][N:33]=[C:34]=[O:35].O. The catalyst is ClCCl. The product is [CH3:1][CH:2]1[CH2:6][CH2:5][CH2:4][N:3]1[CH2:7][CH2:8][CH2:9][O:10][C:11]1[CH:12]=[CH:13][C:14]([C:17]2[S:18][C:19]3[CH2:20][N:21]([C:34]([NH:33][CH2:32][CH2:31][C:27]4[S:26][CH:30]=[CH:29][CH:28]=4)=[O:35])[CH2:22][CH2:23][C:24]=3[N:25]=2)=[CH:15][CH:16]=1. The yield is 0.550. (5) The catalyst is O1CCOCC1.C1C=CC(P(C2C=CC=CC=2)[C-]2C=CC=C2)=CC=1.C1C=CC(P(C2C=CC=CC=2)[C-]2C=CC=C2)=CC=1.Cl[Pd]Cl.[Fe+2]. The reactants are [C:1]([O:5][C:6]([N:8]1[CH2:12][CH:11]([C:13]#[N:14])[CH2:10][CH:9]1[C:15]1[NH:16][C:17]([C:20]2[CH:25]=[CH:24][C:23](Br)=[CH:22][CH:21]=2)=[CH:18][N:19]=1)=[O:7])([CH3:4])([CH3:3])[CH3:2].[B:27]1([B:27]2[O:31][C:30]([CH3:33])([CH3:32])[C:29]([CH3:35])([CH3:34])[O:28]2)[O:31][C:30]([CH3:33])([CH3:32])[C:29]([CH3:35])([CH3:34])[O:28]1.CC([O-])=O.[K+]. The yield is 0.480. The product is [C:1]([O:5][C:6]([N:8]1[CH2:12][CH:11]([C:13]#[N:14])[CH2:10][CH:9]1[C:15]1[NH:16][C:17]([C:20]2[CH:25]=[CH:24][C:23]([B:27]3[O:31][C:30]([CH3:33])([CH3:32])[C:29]([CH3:35])([CH3:34])[O:28]3)=[CH:22][CH:21]=2)=[CH:18][N:19]=1)=[O:7])([CH3:4])([CH3:3])[CH3:2].